From a dataset of Full USPTO retrosynthesis dataset with 1.9M reactions from patents (1976-2016). Predict the reactants needed to synthesize the given product. (1) The reactants are: FC(F)(F)C(O)=O.[C:8]([NH:16][C:17]1[CH:29]=[C:28]([O:30][C:31]2[CH:36]=[C:35]([F:37])[CH:34]=[C:33]([F:38])[CH:32]=2)[CH:27]=[CH:26][C:18]=1[C:19]([O:21]C(C)(C)C)=[O:20])(=[O:15])[C:9]1[CH:14]=[CH:13][CH:12]=[CH:11][CH:10]=1. Given the product [C:8]([NH:16][C:17]1[CH:29]=[C:28]([O:30][C:31]2[CH:32]=[C:33]([F:38])[CH:34]=[C:35]([F:37])[CH:36]=2)[CH:27]=[CH:26][C:18]=1[C:19]([OH:21])=[O:20])(=[O:15])[C:9]1[CH:10]=[CH:11][CH:12]=[CH:13][CH:14]=1, predict the reactants needed to synthesize it. (2) Given the product [C:12]1([CH3:11])[CH:17]=[CH:16][C:15]([S:18][CH2:2][C:3](=[O:5])[CH3:4])=[CH:14][CH:13]=1, predict the reactants needed to synthesize it. The reactants are: Cl[CH2:2][C:3](=[O:5])[CH3:4].C([O-])(O)=O.[Na+].[CH3:11][C:12]1[CH:17]=[CH:16][C:15]([SH:18])=[CH:14][CH:13]=1.O. (3) Given the product [CH3:1][C:2]1([CH3:30])[C:10]2[N:9]=[N:8][C:7]([C:11]3[C:19]4[C:14](=[N:15][C:16]([CH3:20])=[CH:17][CH:18]=4)[NH:13][N:12]=3)=[N:6][C:5]=2[NH:4][C:3]1=[O:29], predict the reactants needed to synthesize it. The reactants are: [CH3:1][C:2]1([CH3:30])[C:10]2[N:9]=[N:8][C:7]([C:11]3[C:19]4[C:14](=[N:15][C:16]([CH3:20])=[CH:17][CH:18]=4)[N:13](COCC[Si](C)(C)C)[N:12]=3)=[N:6][C:5]=2[NH:4][C:3]1=[O:29]. (4) Given the product [Br:1][C:2]1[CH:7]=[CH:6][C:5]([CH:8]2[CH2:9][O:11]2)=[C:4]([F:12])[CH:3]=1, predict the reactants needed to synthesize it. The reactants are: [Br:1][C:2]1[CH:7]=[CH:6][C:5]([C:8](=[O:11])[CH2:9]Cl)=[C:4]([F:12])[CH:3]=1.[BH4-].[Na+].C[O-].[Na+].O. (5) Given the product [CH:1]1([C@@H:4]2[CH2:5][N:6]([C:17]3[CH:18]=[CH:19][C:20]4[O:21][CH2:22][C:23](=[O:27])[NH:24][C:25]=4[N:26]=3)[C@H:7]([C:10]3[CH:15]=[CH:14][CH:13]=[CH:12][CH:11]=3)[CH2:8][O:9]2)[CH2:3][CH2:2]1, predict the reactants needed to synthesize it. The reactants are: [CH:1]1([C@H:4]2[O:9][CH2:8][C@@H:7]([C:10]3[CH:15]=[CH:14][CH:13]=[CH:12][CH:11]=3)[NH:6][CH2:5]2)[CH2:3][CH2:2]1.Br[C:17]1[CH:18]=[CH:19][C:20]2[O:21][CH2:22][C:23](=[O:27])[NH:24][C:25]=2[N:26]=1. (6) Given the product [Cl:2][C:3]1[CH:8]=[C:7]([S:9]([CH3:12])(=[O:11])=[O:10])[CH:6]=[CH:5][C:4]=1[N:13]1[CH:18]=[CH:17][C:16]([O:19][CH:20]2[CH2:25][CH2:24][N:23]([C:54]3[N:59]=[CH:58][C:57]([CH2:60][CH2:61][CH3:62])=[CH:56][N:55]=3)[CH2:22][CH2:21]2)=[CH:15][C:14]1=[O:26], predict the reactants needed to synthesize it. The reactants are: Cl.[Cl:2][C:3]1[CH:8]=[C:7]([S:9]([CH3:12])(=[O:11])=[O:10])[CH:6]=[CH:5][C:4]=1[N:13]1[CH:18]=[CH:17][C:16]([O:19][CH:20]2[CH2:25][CH2:24][NH:23][CH2:22][CH2:21]2)=[CH:15][C:14]1=[O:26].Cl.CC1N(C2C=CC(S(C)(=O)=O)=CC=2)C(=O)C=C(OC2CCNCC2)C=1.Cl[C:54]1[N:59]=[CH:58][C:57]([CH2:60][CH2:61][CH3:62])=[CH:56][N:55]=1.ClC1N=CC(C2CC2)=CN=1. (7) Given the product [CH2:33]([O:32][C:31]([NH:30][CH2:29][CH2:28][O:27][NH:26][C:23]([C@@H:13]1[CH2:12][CH2:11][C@@H:10]([NH:9][O:8][CH2:1][C:2]2[CH:7]=[CH:6][CH:5]=[CH:4][CH:3]=2)[CH2:15][N:14]1[C:16]([O:18][C:19]([CH3:22])([CH3:21])[CH3:20])=[O:17])=[O:24])=[O:40])[C:34]1[CH:39]=[CH:38][CH:37]=[CH:36][CH:35]=1, predict the reactants needed to synthesize it. The reactants are: [CH2:1]([O:8][NH:9][C@H:10]1[CH2:15][N:14]([C:16]([O:18][C:19]([CH3:22])([CH3:21])[CH3:20])=[O:17])[C@H:13]([C:23](O)=[O:24])[CH2:12][CH2:11]1)[C:2]1[CH:7]=[CH:6][CH:5]=[CH:4][CH:3]=1.[NH2:26][O:27][CH2:28][CH2:29][NH:30][C:31](=[O:40])[O:32][CH2:33][C:34]1[CH:39]=[CH:38][CH:37]=[CH:36][CH:35]=1.ON1C2C=CC=CC=2N=N1.Cl.C(N=C=NCCCN(C)C)C. (8) Given the product [N:16]1[CH:15]=[CH:14][N:12]2[CH:13]=[C:8]([CH:2]([N:26]3[CH2:27][CH2:28][N:23]([CH3:22])[CH2:24][CH2:25]3)[C:3]([O:5][CH2:6][CH3:7])=[O:4])[CH:9]=[CH:10][C:11]=12, predict the reactants needed to synthesize it. The reactants are: O[CH:2]([C:8]1[CH:9]=[CH:10][C:11]2[N:12]([CH:14]=[CH:15][N:16]=2)[CH:13]=1)[C:3]([O:5][CH2:6][CH3:7])=[O:4].S(Cl)(C)(=O)=O.[CH3:22][N:23]1[CH2:28][CH2:27][NH:26][CH2:25][CH2:24]1.C([O-])(O)=O.[Na+]. (9) Given the product [C:27]([O:26][C@@H:20]([C:4]1[C:3]([CH2:2][N:32]([CH3:33])[CH3:31])=[CH:12][C:11]2[C:6](=[CH:7][CH:8]=[CH:9][CH:10]=2)[C:5]=1[C:13]1[CH:18]=[CH:17][C:16]([Cl:19])=[CH:15][CH:14]=1)[C:21]([O:23][CH2:24][CH3:25])=[O:22])([CH3:28])([CH3:29])[CH3:30], predict the reactants needed to synthesize it. The reactants are: Br[CH2:2][C:3]1[C:4]([C@H:20]([O:26][C:27]([CH3:30])([CH3:29])[CH3:28])[C:21]([O:23][CH2:24][CH3:25])=[O:22])=[C:5]([C:13]2[CH:18]=[CH:17][C:16]([Cl:19])=[CH:15][CH:14]=2)[C:6]2[C:11]([CH:12]=1)=[CH:10][CH:9]=[CH:8][CH:7]=2.[CH3:31][NH:32][CH3:33].